Task: Predict the product of the given reaction.. Dataset: Forward reaction prediction with 1.9M reactions from USPTO patents (1976-2016) Given the reactants [CH:1]([C:3]1[CH:4]=[C:5]2[C:11]3([CH2:15][CH2:14][N:13]([C:16]([O:18][C:19]([CH3:22])([CH3:21])[CH3:20])=[O:17])[CH2:12]3)[CH2:10][N:9]([C:23]([O:25][CH2:26][CH2:27][Si:28]([CH3:31])([CH3:30])[CH3:29])=[O:24])[C:6]2=[CH:7][CH:8]=1)=[O:2].[BH4-].[Na+].O, predict the reaction product. The product is: [OH:2][CH2:1][C:3]1[CH:4]=[C:5]2[C:11]3([CH2:15][CH2:14][N:13]([C:16]([O:18][C:19]([CH3:20])([CH3:21])[CH3:22])=[O:17])[CH2:12]3)[CH2:10][N:9]([C:23]([O:25][CH2:26][CH2:27][Si:28]([CH3:31])([CH3:30])[CH3:29])=[O:24])[C:6]2=[CH:7][CH:8]=1.